Dataset: Forward reaction prediction with 1.9M reactions from USPTO patents (1976-2016). Task: Predict the product of the given reaction. (1) Given the reactants [CH2:1]([O:8][C:9](=[O:61])[C@@H:10]([NH:43]C(OCC1C2C=CC=CC=2C2C1=CC=CC=2)=O)[CH2:11][CH2:12][CH2:13][CH2:14][NH:15][C:16](=[O:42])[C@@H:17]([NH:32][C:33](=[O:41])[CH2:34][CH2:35][CH2:36][CH2:37][CH2:38][CH2:39][CH3:40])[CH2:18][CH2:19][CH2:20][CH2:21][NH:22][C:23](=[O:31])[CH2:24][CH2:25][CH2:26][CH2:27][CH2:28][CH2:29][CH3:30])[C:2]1[CH:7]=[CH:6][CH:5]=[CH:4][CH:3]=1.C(NCC)C, predict the reaction product. The product is: [CH2:1]([O:8][C:9](=[O:61])[C@@H:10]([NH2:43])[CH2:11][CH2:12][CH2:13][CH2:14][NH:15][C:16](=[O:42])[C@@H:17]([NH:32][C:33](=[O:41])[CH2:34][CH2:35][CH2:36][CH2:37][CH2:38][CH2:39][CH3:40])[CH2:18][CH2:19][CH2:20][CH2:21][NH:22][C:23](=[O:31])[CH2:24][CH2:25][CH2:26][CH2:27][CH2:28][CH2:29][CH3:30])[C:2]1[CH:7]=[CH:6][CH:5]=[CH:4][CH:3]=1. (2) Given the reactants Cl[C:2]([O:4][CH3:5])=[O:3].[I:6][C:7]1[CH:12]=[CH:11][C:10]([CH2:13][CH:14]([NH2:16])[CH3:15])=[CH:9][CH:8]=1.N1C=CC=CC=1, predict the reaction product. The product is: [I:6][C:7]1[CH:8]=[CH:9][C:10]([CH2:13][CH:14]([NH:16][C:2](=[O:3])[O:4][CH3:5])[CH3:15])=[CH:11][CH:12]=1. (3) Given the reactants [Cl:1][C:2]1[N:7]=[C:6]([NH:8][CH2:9][C@@H:10]2[CH2:15][CH2:14][CH2:13][N:12]([C:16]([O:18][C:19]([CH3:22])([CH3:21])[CH3:20])=[O:17])[CH2:11]2)[C:5](I)=[CH:4][N:3]=1.[Cl:24][C:25]1[CH:30]=[C:29]([O:31][CH3:32])[CH:28]=[CH:27][C:26]=1[C:33]#[C:34][Si](C)(C)C.CC(C)([O-])C.[K+], predict the reaction product. The product is: [Cl:1][C:2]1[N:3]=[CH:4][C:5]2[CH:34]=[C:33]([C:26]3[CH:27]=[CH:28][C:29]([O:31][CH3:32])=[CH:30][C:25]=3[Cl:24])[N:8]([CH2:9][C@@H:10]3[CH2:15][CH2:14][CH2:13][N:12]([C:16]([O:18][C:19]([CH3:22])([CH3:21])[CH3:20])=[O:17])[CH2:11]3)[C:6]=2[N:7]=1. (4) Given the reactants Br[C:2]1[CH:7]=[CH:6][C:5]([CH:8]([O:12][CH2:13][CH3:14])[O:9][CH2:10][CH3:11])=[CH:4][N:3]=1.[CH3:15][Si:16]([C:19]#[CH:20])([CH3:18])[CH3:17].C(N(CC)CC)C, predict the reaction product. The product is: [CH2:10]([O:9][CH:8]([O:12][CH2:13][CH3:14])[C:5]1[CH:6]=[CH:7][C:2]([C:20]#[C:19][Si:16]([CH3:18])([CH3:17])[CH3:15])=[N:3][CH:4]=1)[CH3:11]. (5) The product is: [CH2:15]([O:22][C:23]1[CH:24]=[C:25]([CH:30]=[C:31]([N:11]2[CH2:12][CH2:13][CH2:14][CH:9]([NH:8][C:6]([O:5][C:1]([CH3:4])([CH3:2])[CH3:3])=[O:7])[CH2:10]2)[CH:32]=1)[C:26]([O:28][CH3:29])=[O:27])[C:16]1[CH:17]=[CH:18][CH:19]=[CH:20][CH:21]=1. Given the reactants [C:1]([O:5][C:6]([NH:8][CH:9]1[CH2:14][CH2:13][CH2:12][NH:11][CH2:10]1)=[O:7])([CH3:4])([CH3:3])[CH3:2].[CH2:15]([O:22][C:23]1[CH:24]=[C:25]([CH:30]=[C:31](OS(C(F)(F)F)(=O)=O)[CH:32]=1)[C:26]([O:28][CH3:29])=[O:27])[C:16]1[CH:21]=[CH:20][CH:19]=[CH:18][CH:17]=1, predict the reaction product.